This data is from Full USPTO retrosynthesis dataset with 1.9M reactions from patents (1976-2016). The task is: Predict the reactants needed to synthesize the given product. (1) Given the product [OH:1][CH2:2][CH2:3][CH:4]1[CH2:5][C:6]2([CH2:11][CH2:15][CH2:12][CH2:13][CH2:10]2)[C:7](=[O:9])[O:8]1, predict the reactants needed to synthesize it. The reactants are: [OH:1][CH2:2][CH2:3][CH:4]1[O:8][C:7](=[O:9])[C:6]([CH3:11])([CH3:10])[CH2:5]1.[CH2:12]([C:15]1(C(O)=O)CCCCC1)[CH:13]=C.CC(C)(CC=C)C(OC)=O. (2) Given the product [C:1]([O:5][C@@H:6]([C:10]1[C:11]([C:22]2[CH:23]=[CH:24][C:25]([Cl:28])=[CH:26][CH:27]=2)=[C:12]2[C:17](=[CH:18][C:19]=1[CH3:29])[N:16]=[C:15]([CH3:21])[CH:14]=[CH:13]2)[C:7]([OH:9])=[O:8])([CH3:2])([CH3:4])[CH3:3], predict the reactants needed to synthesize it. The reactants are: [C:1]([O:5][C@@H:6]([C:10]1[C:11]([C:22]2[CH:27]=[CH:26][C:25]([Cl:28])=[CH:24][CH:23]=2)=[C:12]2[C:17](=[CH:18][C:19]=1Cl)[N:16]=[C:15]([CH3:21])[CH:14]=[CH:13]2)[C:7]([OH:9])=[O:8])([CH3:4])([CH3:3])[CH3:2].[C:29](O[C@@H](C1C(C2C=CC(Cl)=CC=2)=C2C(=CC=1C)N=C(C)C=C2)CO)(C)(C)C. (3) Given the product [S:22]1[C:23]2[CH:29]=[CH:28][CH:27]=[CH:26][C:24]=2[N:25]=[C:21]1[S:20][C:19]1[CH:18]([C:17]([OH:31])=[O:16])[O:5][C:2](=[O:6])[C:3]=1[OH:4], predict the reactants needed to synthesize it. The reactants are: O.[C:2]([OH:6])(=[O:5])[CH:3]=[O:4].C(N(CC)CC)C.C([O:16][C:17](=[O:31])[C:18](=O)[CH2:19][S:20][C:21]1[S:22][C:23]2[CH:29]=[CH:28][CH:27]=[CH:26][C:24]=2[N:25]=1)C. (4) Given the product [NH2:7][C:8]1([C:12]2[CH:17]=[CH:16][C:15]([C:18]3[C:23]([C:24]4[CH:25]=[CH:26][CH:27]=[CH:28][CH:29]=4)=[CH:22][C:21]4[NH:30][C:39](=[O:40])[CH2:38][N:37]([CH3:36])[C:20]=4[N:19]=3)=[CH:14][CH:13]=2)[CH2:11][CH2:10][CH2:9]1, predict the reactants needed to synthesize it. The reactants are: C(OC(=O)[NH:7][C:8]1([C:12]2[CH:17]=[CH:16][C:15]([C:18]3[C:23]([C:24]4[CH:29]=[CH:28][CH:27]=[CH:26][CH:25]=4)=[CH:22][C:21]([N+:30]([O-])=O)=[C:20](Cl)[N:19]=3)=[CH:14][CH:13]=2)[CH2:11][CH2:10][CH2:9]1)(C)(C)C.Cl.[CH3:36][NH:37][CH2:38][C:39](OC)=[O:40].C(N(CC)CC)C. (5) Given the product [Br:1][C:2]1[CH:3]=[N:4][C:5]([N:8]2[CH2:9][CH2:10][CH:11]([N:14]([CH3:25])[C:15](=[O:21])[O:16][C:17]([CH3:18])([CH3:20])[CH3:19])[CH2:12][CH2:13]2)=[N:6][CH:7]=1, predict the reactants needed to synthesize it. The reactants are: [Br:1][C:2]1[CH:3]=[N:4][C:5]([N:8]2[CH2:13][CH2:12][CH:11]([NH:14][C:15](=[O:21])[O:16][C:17]([CH3:20])([CH3:19])[CH3:18])[CH2:10][CH2:9]2)=[N:6][CH:7]=1.[H-].[Na+].I[CH3:25].